Dataset: Forward reaction prediction with 1.9M reactions from USPTO patents (1976-2016). Task: Predict the product of the given reaction. (1) The product is: [Cl:40][C:23]1[S:22][C:21]([C:18]2[CH:19]=[CH:20][C:15]([C:12]3[CH:13]=[CH:14][C:9]([C:6]4([C:4]([OH:5])=[O:3])[CH2:8][CH2:7]4)=[CH:10][CH:11]=3)=[C:16]([O:41][CH3:42])[CH:17]=2)=[C:25]([NH:26][C:27]([O:29][CH:30]([C:32]2[CH:37]=[C:36]([F:38])[CH:35]=[CH:34][C:33]=2[Cl:39])[CH3:31])=[O:28])[CH:24]=1. Given the reactants C([O:3][C:4]([C:6]1([C:9]2[CH:14]=[CH:13][C:12]([C:15]3[CH:20]=[CH:19][C:18]([C:21]4[S:22][C:23]([Cl:40])=[CH:24][C:25]=4[NH:26][C:27]([O:29][CH:30]([C:32]4[CH:37]=[C:36]([F:38])[CH:35]=[CH:34][C:33]=4[Cl:39])[CH3:31])=[O:28])=[CH:17][C:16]=3[O:41][CH3:42])=[CH:11][CH:10]=2)[CH2:8][CH2:7]1)=[O:5])C.[OH-].[Na+].Cl, predict the reaction product. (2) Given the reactants [Cl:1][C:2]1[CH:7]=[C:6]([O:8][CH3:9])[C:5]([NH2:10])=[C:4](I)[CH:3]=1.[Cl:12][C:13]1[CH:18]=[CH:17][CH:16]=[CH:15][C:14]=1[C:19]#[CH:20], predict the reaction product. The product is: [Cl:1][C:2]1[CH:7]=[C:6]([O:8][CH3:9])[C:5]([NH2:10])=[C:4]([C:20]#[C:19][C:14]2[CH:15]=[CH:16][CH:17]=[CH:18][C:13]=2[Cl:12])[CH:3]=1. (3) Given the reactants [Cl:1][C:2]([F:17])([F:16])[C:3]([C:6]1[NH:11][C:10](=[O:12])[C:9]([C:13]([NH2:15])=[O:14])=[CH:8][CH:7]=1)([F:5])[F:4].[Br:18]N1C(=O)CCC1=O.O, predict the reaction product. The product is: [Br:18][C:7]1[CH:8]=[C:9]([C:13]([NH2:15])=[O:14])[C:10](=[O:12])[NH:11][C:6]=1[C:3]([F:5])([F:4])[C:2]([Cl:1])([F:16])[F:17]. (4) Given the reactants C[O:2][C:3](=[O:35])[CH2:4][CH:5]([C:27]1[CH:32]=[C:31]([F:33])[CH:30]=[C:29]([F:34])[CH:28]=1)[C:6]1[CH:11]=[CH:10][N:9]=[C:8]([O:12][C:13]2[CH:18]=[CH:17][C:16]([CH2:19][NH:20][C:21]3[CH:26]=[CH:25][CH:24]=[CH:23][N:22]=3)=[CH:15][CH:14]=2)[N:7]=1.O.[OH-].[Li+:38], predict the reaction product. The product is: [Li+:38].[F:33][C:31]1[CH:32]=[C:27]([CH:5]([C:6]2[CH:11]=[CH:10][N:9]=[C:8]([O:12][C:13]3[CH:14]=[CH:15][C:16]([CH2:19][NH:20][C:21]4[CH:26]=[CH:25][CH:24]=[CH:23][N:22]=4)=[CH:17][CH:18]=3)[N:7]=2)[CH2:4][C:3]([O-:35])=[O:2])[CH:28]=[C:29]([F:34])[CH:30]=1. (5) Given the reactants C(O)(=O)C.Cl.Cl.[NH2:7][C@@H:8]1[CH2:13][CH2:12][CH2:11][NH:10][CH2:9]1.[CH3:14][C:15]1[CH:16]=[C:17]2[C:22](=O)[O:21][C:19](=[O:20])[C:18]2=[CH:24][CH:25]=1, predict the reaction product. The product is: [CH3:14][C:15]1[CH:16]=[C:17]2[C:22](=[O:21])[N:7]([C@@H:8]3[CH2:13][CH2:12][CH2:11][NH:10][CH2:9]3)[C:19](=[O:20])[C:18]2=[CH:24][CH:25]=1.